From a dataset of Full USPTO retrosynthesis dataset with 1.9M reactions from patents (1976-2016). Predict the reactants needed to synthesize the given product. Given the product [Br:12][C:7]1[CH:6]=[C:5]2[C:10](=[CH:9][CH:8]=1)[O:1][CH2:2][CH2:3][CH:4]2[NH2:11], predict the reactants needed to synthesize it. The reactants are: [O:1]1[C:10]2[C:5](=[CH:6][CH:7]=[CH:8][CH:9]=2)[CH:4]([NH2:11])[CH2:3][CH2:2]1.[Br:12]Br.